From a dataset of Reaction yield outcomes from USPTO patents with 853,638 reactions. Predict the reaction yield, written as a fraction of the theoretical maximum amount of product (1.0 means a 100% yield; for example, 0.34 means a 34% yield). (1) The reactants are [C:1]([O:5][C:6]([NH:8][C@H:9]([C:20]([NH:22][C@@H:23]([C:25]([NH:27][CH2:28][C@@H:29]([NH2:37])[CH2:30][C:31]1[CH:36]=[CH:35][CH:34]=[CH:33][CH:32]=1)=[O:26])[CH3:24])=[O:21])[CH2:10][C:11]1[C:16]([CH3:17])=[CH:15][C:14]([OH:18])=[CH:13][C:12]=1[CH3:19])=[O:7])([CH3:4])([CH3:3])[CH3:2].[CH2:38]([O:45][C:46]([NH:48][C:49](N1C=CC=N1)=[N:50][C:51]([O:53][CH2:54][C:55]1[CH:60]=[CH:59][CH:58]=[CH:57][CH:56]=1)=[O:52])=[O:47])[C:39]1[CH:44]=[CH:43][CH:42]=[CH:41][CH:40]=1.C(N(CC)C(C)C)(C)C. The catalyst is C1COCC1. The product is [C:1]([O:5][C:6]([NH:8][C@H:9]([C:20]([NH:22][C@@H:23]([C:25]([NH:27][CH2:28][C@@H:29]([NH:37]/[C:49](/[NH:50][C:51]([O:53][CH2:54][C:55]1[CH:60]=[CH:59][CH:58]=[CH:57][CH:56]=1)=[O:52])=[N:48]\[C:46]([O:45][CH2:38][C:39]1[CH:44]=[CH:43][CH:42]=[CH:41][CH:40]=1)=[O:47])[CH2:30][C:31]1[CH:36]=[CH:35][CH:34]=[CH:33][CH:32]=1)=[O:26])[CH3:24])=[O:21])[CH2:10][C:11]1[C:16]([CH3:17])=[CH:15][C:14]([OH:18])=[CH:13][C:12]=1[CH3:19])=[O:7])([CH3:2])([CH3:3])[CH3:4]. The yield is 0.810. (2) The reactants are [CH:1]1([CH2:4][S:5][CH:6]2[CH2:15][CH2:14][C:9]3(OCC[O:10]3)[CH2:8][CH2:7]2)[CH2:3][CH2:2]1.Cl. The yield is 1.00. The catalyst is CC(C)=O. The product is [CH:1]1([CH2:4][S:5][CH:6]2[CH2:15][CH2:14][C:9](=[O:10])[CH2:8][CH2:7]2)[CH2:3][CH2:2]1.